This data is from Full USPTO retrosynthesis dataset with 1.9M reactions from patents (1976-2016). The task is: Predict the reactants needed to synthesize the given product. (1) Given the product [Cl:1][C:2]1[CH:7]=[C:6]([Cl:8])[CH:5]=[C:4]([Cl:9])[C:3]=1[C:10]1[C:18]2[O:17][CH:16]([CH2:19][NH:20][C:31](=[O:32])[O:33][CH2:34][C:35]3[CH:40]=[CH:39][CH:38]=[CH:37][CH:36]=3)[CH2:15][C:14]=2[CH:13]=[CH:12][CH:11]=1, predict the reactants needed to synthesize it. The reactants are: [Cl:1][C:2]1[CH:7]=[C:6]([Cl:8])[CH:5]=[C:4]([Cl:9])[C:3]=1[C:10]1[C:18]2[O:17][CH:16]([CH2:19][NH2:20])[CH2:15][C:14]=2[CH:13]=[CH:12][CH:11]=1.C(N(C(C)C)CC)(C)C.Cl[C:31]([O:33][CH2:34][C:35]1[CH:40]=[CH:39][CH:38]=[CH:37][CH:36]=1)=[O:32].C(OC(=O)NCC1CC2C=CC=C(C3CCCC3)C=2O1)C1C=CC=CC=1. (2) Given the product [CH:1]([N:4]1[C:8]([C:9]2[S:10][C:11]3[CH2:12][CH2:13][O:14][C:15]4[CH:22]=[CH:21][C:20]([C:23]5[C:24]([O:29][CH2:31][CH2:32][O:33][CH3:34])=[N:25][CH:26]=[CH:27][CH:28]=5)=[CH:19][C:16]=4[C:17]=3[N:18]=2)=[N:7][CH:6]=[N:5]1)([CH3:3])[CH3:2], predict the reactants needed to synthesize it. The reactants are: [CH:1]([N:4]1[C:8]([C:9]2[S:10][C:11]3[CH2:12][CH2:13][O:14][C:15]4[CH:22]=[CH:21][C:20]([C:23]5[C:24](=[O:29])[NH:25][CH:26]=[CH:27][CH:28]=5)=[CH:19][C:16]=4[C:17]=3[N:18]=2)=[N:7][CH:6]=[N:5]1)([CH3:3])[CH3:2].Br[CH2:31][CH2:32][O:33][CH3:34].[F-].[Cs+]. (3) Given the product [Cl:1][C:2]1[N:7]=[C:6]([NH:19][C:16]2[CH:15]=[C:14]([O:13][CH2:12][C:11]([F:20])([F:10])[F:21])[NH:18][N:17]=2)[C:5]([Cl:9])=[CH:4][N:3]=1, predict the reactants needed to synthesize it. The reactants are: [Cl:1][C:2]1[N:7]=[C:6](Cl)[C:5]([Cl:9])=[CH:4][N:3]=1.[F:10][C:11]([F:21])([F:20])[CH2:12][O:13][C:14]1[NH:18][N:17]=[C:16]([NH2:19])[CH:15]=1.C(N(CC)CC)C. (4) Given the product [C:17]([O:16][C:14]([N:21]1[CH2:26][CH2:25][CH2:24][C:23]([C:10]2[CH:11]=[CH:12][C:7]([Br:6])=[CH:8][CH:9]=2)([OH:27])[CH2:22]1)=[O:15])([CH3:20])([CH3:18])[CH3:19], predict the reactants needed to synthesize it. The reactants are: C([Li])CCC.[Br:6][C:7]1[CH:12]=[CH:11][C:10](I)=[CH:9][CH:8]=1.[C:14]([N:21]1[CH2:26][CH2:25][CH2:24][C:23](=[O:27])[CH2:22]1)([O:16][C:17]([CH3:20])([CH3:19])[CH3:18])=[O:15]. (5) Given the product [F:21][C:16]1[C:17]([NH:19][CH3:20])=[CH:18][C:11]2[O:10][CH2:9][NH:8][C:13](=[O:14])[C:12]=2[CH:15]=1, predict the reactants needed to synthesize it. The reactants are: COC1C=CC(C[N:8]2[C:13](=[O:14])[C:12]3[CH:15]=[C:16]([F:21])[C:17]([NH:19][CH3:20])=[CH:18][C:11]=3[O:10][CH2:9]2)=CC=1.FC(F)(F)C(O)=O. (6) Given the product [Cl:1][C:2]1[CH:3]=[CH:4][C:5]([O:12][CH3:13])=[C:6]([CH2:8][C:9]([Cl:16])=[O:10])[CH:7]=1, predict the reactants needed to synthesize it. The reactants are: [Cl:1][C:2]1[CH:3]=[CH:4][C:5]([O:12][CH3:13])=[C:6]([CH2:8][C:9](O)=[O:10])[CH:7]=1.S(Cl)([Cl:16])=O.